Dataset: Full USPTO retrosynthesis dataset with 1.9M reactions from patents (1976-2016). Task: Predict the reactants needed to synthesize the given product. (1) Given the product [CH2:1]([O:3][C:4](=[O:19])[CH:5]=[CH:6][C:7]1[S:8][C:9]2[NH:18][C:13](=[O:14])[CH2:12][C:10]=2[CH:11]=1)[CH3:2], predict the reactants needed to synthesize it. The reactants are: [CH2:1]([O:3][C:4](=[O:19])[CH:5]=[CH:6][C:7]1[S:8][C:9]([NH2:18])=[C:10]([CH2:12][C:13](OCC)=[O:14])[CH:11]=1)[CH3:2].C[Al](C)C. (2) Given the product [CH:1]1([CH2:4][C:5]2[C:6]3[N:7]([C:11]([C:22]4[CH:27]=[CH:26][N:25]=[C:24]([NH:32][CH2:33][C:34]([CH3:37])([OH:36])[CH3:35])[N:23]=4)=[C:12]([C:14]4[CH:19]=[CH:18][C:17]([F:20])=[CH:16][C:15]=4[F:21])[N:13]=3)[CH:8]=[CH:9][N:10]=2)[CH2:3][CH2:2]1, predict the reactants needed to synthesize it. The reactants are: [CH:1]1([CH2:4][C:5]2[C:6]3[N:7]([C:11]([C:22]4[CH:27]=[CH:26][N:25]=[C:24](S(C)(=O)=O)[N:23]=4)=[C:12]([C:14]4[CH:19]=[CH:18][C:17]([F:20])=[CH:16][C:15]=4[F:21])[N:13]=3)[CH:8]=[CH:9][N:10]=2)[CH2:3][CH2:2]1.[NH2:32][CH2:33][C:34]([CH3:37])([OH:36])[CH3:35]. (3) Given the product [F:15][C:16]1[CH:17]=[CH:18][C:19]([C:22]2[O:26][N:25]=[C:24]([CH2:27][N:10]3[CH2:9][C@H:8]([CH:11]([CH3:13])[CH3:12])[NH:7][C:6](=[O:14])[C@@H:5]3[CH2:1][CH:2]([CH3:4])[CH3:3])[CH:23]=2)=[CH:20][CH:21]=1, predict the reactants needed to synthesize it. The reactants are: [CH2:1]([C@@H:5]1[NH:10][CH2:9][C@H:8]([CH:11]([CH3:13])[CH3:12])[NH:7][C:6]1=[O:14])[CH:2]([CH3:4])[CH3:3].[F:15][C:16]1[CH:21]=[CH:20][C:19]([C:22]2[O:26][N:25]=[C:24]([CH:27]=O)[CH:23]=2)=[CH:18][CH:17]=1.C([C@@H]1N(CC2C=C(C3C=CC=CC=3)ON=2)C[C@H](CC(C)C)NC1=O)C(C)C. (4) The reactants are: [F:1][C:2]1[CH:7]=[C:6]([I:8])[CH:5]=[CH:4][C:3]=1[N:9]1[C:21]2[C:12](=[CH:13][C:14]3[C:15]([CH3:23])=[N:16][CH:17]=[N:18][C:19]=3[C:20]=2[F:22])[NH:11][C:10]1=[O:24].[Li+].C[Si]([N-][Si](C)(C)C)(C)C.[Si:35]([O:42][CH2:43][CH2:44][C:45]1([S:48](Cl)(=[O:50])=[O:49])[CH2:47][CH2:46]1)([C:38]([CH3:41])([CH3:40])[CH3:39])([CH3:37])[CH3:36]. Given the product [F:1][C:2]1[CH:7]=[C:6]([I:8])[CH:5]=[CH:4][C:3]=1[N:9]1[C:21]2[C:12](=[CH:13][C:14]3[C:15]([CH3:23])=[N:16][CH:17]=[N:18][C:19]=3[C:20]=2[F:22])[N:11]([S:48]([C:45]2([CH2:44][CH2:43][O:42][Si:35]([C:38]([CH3:41])([CH3:40])[CH3:39])([CH3:37])[CH3:36])[CH2:46][CH2:47]2)(=[O:50])=[O:49])[C:10]1=[O:24], predict the reactants needed to synthesize it. (5) Given the product [C:1]1([N:7]2[C:11]3[CH:12]=[CH:13][CH:14]=[CH:15][C:10]=3[N:9]=[C:8]2[C@@H:16]([NH:19][C:21]2[N:29]=[CH:28][N:27]=[C:26]3[C:22]=2[N:23]=[CH:24][NH:25]3)[CH2:17][CH3:18])[CH:2]=[CH:3][CH:4]=[CH:5][CH:6]=1, predict the reactants needed to synthesize it. The reactants are: [C:1]1([N:7]2[C:11]3[CH:12]=[CH:13][CH:14]=[CH:15][C:10]=3[N:9]=[C:8]2[C@@H:16]([NH2:19])[CH2:17][CH3:18])[CH:6]=[CH:5][CH:4]=[CH:3][CH:2]=1.Cl[C:21]1[N:29]=[CH:28][N:27]=[C:26]2[C:22]=1[N:23]=[CH:24][NH:25]2.CCN(C(C)C)C(C)C. (6) Given the product [Cl:1][C:2]1[N:7]=[C:6]([Cl:8])[C:5]([NH:9][CH:13]2[CH2:14][CH2:15][S:10][CH2:11][CH2:12]2)=[CH:4][N:3]=1, predict the reactants needed to synthesize it. The reactants are: [Cl:1][C:2]1[N:7]=[C:6]([Cl:8])[C:5]([NH2:9])=[CH:4][N:3]=1.[S:10]1[CH2:15][CH2:14][C:13](=O)[CH2:12][CH2:11]1.C([BH3-])#N.[Na+].C([O-])(O)=O.[Na+]. (7) Given the product [O:21]=[C:18]1[N:19]([CH2:25][C:26]2[CH:27]=[C:28]([CH:33]=[CH:34][CH:35]=2)[C:29]([O:31][CH3:32])=[O:30])[N:20]=[C:15]([C:13]2[O:12][N:11]=[C:10]([C:7]3[CH:8]=[CH:9][C:4]([O:3][C:2]([F:22])([F:1])[F:23])=[CH:5][CH:6]=3)[N:14]=2)[CH:16]=[CH:17]1, predict the reactants needed to synthesize it. The reactants are: [F:1][C:2]([F:23])([F:22])[O:3][C:4]1[CH:9]=[CH:8][C:7]([C:10]2[N:14]=[C:13]([C:15]3[CH:16]=[CH:17][C:18](=[O:21])[NH:19][N:20]=3)[O:12][N:11]=2)=[CH:6][CH:5]=1.Br[CH2:25][C:26]1[CH:27]=[C:28]([CH:33]=[CH:34][CH:35]=1)[C:29]([O:31][CH3:32])=[O:30]. (8) Given the product [Cl:33][C:20]1[CH:19]=[C:18]([NH:17][C:10]2[C:9]3[C:14](=[CH:15][CH:16]=[C:7]([NH2:6])[CH:8]=3)[N:13]=[CH:12][N:11]=2)[CH:23]=[CH:22][C:21]=1[O:24][CH2:25][C:26]1[CH:31]=[CH:30][CH:29]=[C:28]([F:32])[CH:27]=1, predict the reactants needed to synthesize it. The reactants are: NCCC([NH:6][C:7]1[CH:8]=[C:9]2[C:14](=[CH:15][CH:16]=1)[N:13]=[CH:12][N:11]=[C:10]2[NH:17][C:18]1[CH:23]=[CH:22][C:21]([O:24][CH2:25][C:26]2[CH:31]=[CH:30][CH:29]=[C:28]([F:32])[CH:27]=2)=[C:20]([Cl:33])[CH:19]=1)=O.C(OC(=O)NCCC(=O)NC1C=C2C(=CC=1)N=CN=C2NC1C=CC(F)=C(Cl)C=1)(C)(C)C. (9) Given the product [Cl:26][C:20]1[CH:21]=[C:22]([NH:23][C:5]2[C:6]3[CH:13]=[C:12]([C:14]([OH:16])=[O:15])[S:11][C:7]=3[N:8]=[CH:9][N:10]=2)[CH:24]=[CH:25][C:19]=1[F:18], predict the reactants needed to synthesize it. The reactants are: CS([C:5]1[C:6]2[CH:13]=[C:12]([C:14]([O:16]C)=[O:15])[S:11][C:7]=2[N:8]=[CH:9][N:10]=1)(=O)=O.[F:18][C:19]1[CH:25]=[CH:24][C:22]([NH2:23])=[CH:21][C:20]=1[Cl:26].C(N(CC)C(C)C)(C)C. (10) Given the product [C:1]([C:5]1[CH:13]=[C:12]2[C:8](=[C:7]([C:16]3[CH:21]=[CH:20][C:19]([C:22]([CH3:25])([CH3:24])[CH3:23])=[CH:18][CH:17]=3)[C:6]=1[O:26][CH3:27])[CH2:9][C:10]([CH3:15])=[CH:11]2)([CH3:4])([CH3:3])[CH3:2], predict the reactants needed to synthesize it. The reactants are: [C:1]([C:5]1[CH:13]=[C:12]2[C:8]([CH2:9][CH:10]([CH3:15])[C:11]2=O)=[C:7]([C:16]2[CH:21]=[CH:20][C:19]([C:22]([CH3:25])([CH3:24])[CH3:23])=[CH:18][CH:17]=2)[C:6]=1[O:26][CH3:27])([CH3:4])([CH3:3])[CH3:2].[BH4-].[Na+].CO.CC1C=CC(S(O)(=O)=O)=CC=1.